Dataset: Forward reaction prediction with 1.9M reactions from USPTO patents (1976-2016). Task: Predict the product of the given reaction. (1) Given the reactants [CH3:1][O:2][C:3]1[S:7][C:6]2=[N:8][C:9]([C:11]3[O:12][C:13]4[CH:19]=[C:18]([O:20][CH3:21])[CH:17]=[C:16]([O:22][CH2:23][C:24]#[CH:25])[C:14]=4[CH:15]=3)=[CH:10][N:5]2[N:4]=1.[N:26]([C:29]1[CH:34]=[CH:33][CH:32]=[CH:31][CH:30]=1)=[N+:27]=[N-:28].CN(C=O)C.O[C@H]([C@@H]1C([O-])=C(O)C(=O)O1)CO.[Na+], predict the reaction product. The product is: [CH3:1][O:2][C:3]1[S:7][C:6]2=[N:8][C:9]([C:11]3[O:12][C:13]4[CH:19]=[C:18]([O:20][CH3:21])[CH:17]=[C:16]([O:22][CH2:23][C:24]5[N:28]=[N:27][N:26]([C:29]6[CH:34]=[CH:33][CH:32]=[CH:31][CH:30]=6)[CH:25]=5)[C:14]=4[CH:15]=3)=[CH:10][N:5]2[N:4]=1. (2) Given the reactants [Br:1][C:2]1[CH:3]=[C:4]2[C:9](=[CH:10][C:11]=1[F:12])[NH:8][C:7](=S)[CH2:6][CH2:5]2.[C:14]([NH:17][NH2:18])(=O)[CH3:15], predict the reaction product. The product is: [Br:1][C:2]1[CH:3]=[C:4]2[C:9](=[CH:10][C:11]=1[F:12])[N:8]1[C:14]([CH3:15])=[N:17][N:18]=[C:7]1[CH2:6][CH2:5]2.